From a dataset of Forward reaction prediction with 1.9M reactions from USPTO patents (1976-2016). Predict the product of the given reaction. Given the reactants [C:1]([O:4][C@H:5]1[C@H:10]([O:11][C:12](=[O:14])[CH3:13])[C@@H:9]([O:15][C:16](=[O:18])[CH3:17])[C@H:8]([C:19]2[CH:24]=[CH:23][C:22](Br)=[C:21]([CH2:26][C:27]3[S:28][C:29]([C:32]4[O:33][CH:34]=[CH:35][CH:36]=4)=[CH:30][N:31]=3)[CH:20]=2)[O:7][C@@H:6]1[CH2:37][O:38][C:39](=[O:41])[CH3:40])(=[O:3])[CH3:2].[CH:42]1(B(O)O)[CH2:44][CH2:43]1.F[B-](F)(F)F.C1([PH+](C2CCCCC2)C2CCCCC2)CCCCC1.C(=O)([O-])[O-].[Cs+].[Cs+], predict the reaction product. The product is: [C:1]([O:4][C@H:5]1[C@H:10]([O:11][C:12](=[O:14])[CH3:13])[C@@H:9]([O:15][C:16](=[O:18])[CH3:17])[C@H:8]([C:19]2[CH:24]=[CH:23][C:22]([CH:42]3[CH2:44][CH2:43]3)=[C:21]([CH2:26][C:27]3[S:28][C:29]([C:32]4[O:33][CH:34]=[CH:35][CH:36]=4)=[CH:30][N:31]=3)[CH:20]=2)[O:7][C@@H:6]1[CH2:37][O:38][C:39](=[O:41])[CH3:40])(=[O:3])[CH3:2].